This data is from Full USPTO retrosynthesis dataset with 1.9M reactions from patents (1976-2016). The task is: Predict the reactants needed to synthesize the given product. (1) The reactants are: [CH3:13][C:12]([O:11][C:9](O[C:9]([O:11][C:12]([CH3:15])([CH3:14])[CH3:13])=[O:10])=[O:10])([CH3:15])[CH3:14].[Si]([O:23][C@@H:24]([CH2:29][C:30]1[C:38]2[C:33](=[CH:34][CH:35]=[CH:36][CH:37]=2)[NH:32][CH:31]=1)[C:25]([O:27][CH3:28])=[O:26])(C(C)(C)C)(C)C. Given the product [OH:23][C@H:24]([C:25]([O:27][CH3:28])=[O:26])[CH2:29][C:30]1[C:38]2[C:33](=[CH:34][CH:35]=[CH:36][CH:37]=2)[N:32]([C:9]([O:11][C:12]([CH3:13])([CH3:14])[CH3:15])=[O:10])[CH:31]=1, predict the reactants needed to synthesize it. (2) Given the product [CH2:1]([O:3][C:4](=[O:16])[C:5]1[CH:10]=[C:9]([OH:11])[C:8]([NH:12][C:17](=[O:24])[C:18]2[CH:23]=[CH:22][CH:21]=[CH:20][CH:19]=2)=[CH:7][C:6]=1[N+:13]([O-:15])=[O:14])[CH3:2], predict the reactants needed to synthesize it. The reactants are: [CH2:1]([O:3][C:4](=[O:16])[C:5]1[CH:10]=[C:9]([OH:11])[C:8]([NH2:12])=[CH:7][C:6]=1[N+:13]([O-:15])=[O:14])[CH3:2].[C:17](Cl)(=[O:24])[C:18]1[CH:23]=[CH:22][CH:21]=[CH:20][CH:19]=1. (3) Given the product [CH:1]([C:4]1[N:5]([CH2:9][O:10][CH2:11][CH2:12][O:13][CH3:14])[C:6]([Sn:21]([CH3:23])([CH3:22])[CH3:20])=[CH:7][N:8]=1)([CH3:3])[CH3:2], predict the reactants needed to synthesize it. The reactants are: [CH:1]([C:4]1[N:5]([CH2:9][O:10][CH2:11][CH2:12][O:13][CH3:14])[CH:6]=[CH:7][N:8]=1)([CH3:3])[CH3:2].[Li]CCCC.[CH3:20][Sn:21](Cl)([CH3:23])[CH3:22]. (4) Given the product [CH3:18][C:16]1[CH:17]=[C:6]([CH3:5])[CH:7]=[C:8]([O:9][CH2:10][CH:11]2[O:14][C:2](=[O:3])[NH:4][CH2:12]2)[CH:15]=1, predict the reactants needed to synthesize it. The reactants are: N[C:2]([NH2:4])=[O:3].[CH3:5][C:6]1[CH:7]=[C:8]([CH:15]=[C:16]([CH3:18])[CH:17]=1)[O:9][CH2:10][CH:11]([OH:14])[CH2:12]O. (5) The reactants are: [F:1][CH2:2][C:3]1[CH:4]=[C:5]([CH:10]=[C:11]([CH2:13]O)[CH:12]=1)[C:6]([O:8][CH3:9])=[O:7].[N-:15]=[N+:16]=[N-:17].[Na+].C(Br)(Br)(Br)Br.C1(P(C2C=CC=CC=2)C2C=CC=CC=2)C=CC=CC=1. Given the product [N:15]([CH2:13][C:11]1[CH:10]=[C:5]([CH:4]=[C:3]([CH2:2][F:1])[CH:12]=1)[C:6]([O:8][CH3:9])=[O:7])=[N+:16]=[N-:17], predict the reactants needed to synthesize it. (6) Given the product [Cl:21][C:2]([F:13])([F:1])[C:3]([CH:5]1[CH2:6][CH2:7][CH2:8][CH2:9][C:10]1=[O:11])=[O:4], predict the reactants needed to synthesize it. The reactants are: [F:1][C:2]([F:13])(F)[C:3]([CH:5]1[C:10](=[O:11])[CH2:9][CH:8]2[CH:6]1[CH2:7]2)=[O:4].C1(=O)CCCCC1.[Cl:21]C(F)(F)C(OCC)=O.